This data is from Forward reaction prediction with 1.9M reactions from USPTO patents (1976-2016). The task is: Predict the product of the given reaction. Given the reactants [Cl:1][C:2]1[C:7]([NH+:8]([O-])O)=[C:6]([Cl:11])[N:5]=[CH:4][N:3]=1, predict the reaction product. The product is: [Cl:1][C:2]1[C:7]([NH2:8])=[C:6]([Cl:11])[N:5]=[CH:4][N:3]=1.